This data is from Catalyst prediction with 721,799 reactions and 888 catalyst types from USPTO. The task is: Predict which catalyst facilitates the given reaction. (1) Reactant: Br[CH2:2][CH2:3][C:4]1[CH:9]=[CH:8][C:7]([NH:10][C:11](=[O:13])[CH3:12])=[C:6]([F:14])[CH:5]=1.Cl.[N:16]1([C:22]2[C:26]3[CH:27]=[CH:28][CH:29]=[CH:30][C:25]=3[S:24][N:23]=2)[CH2:21][CH2:20][NH:19][CH2:18][CH2:17]1.C(=O)([O-])[O-].[K+].[K+].[I-].[K+]. Product: [S:24]1[C:25]2[CH:30]=[CH:29][CH:28]=[CH:27][C:26]=2[C:22]([N:16]2[CH2:17][CH2:18][N:19]([CH2:2][CH2:3][C:4]3[CH:9]=[CH:8][C:7]([NH:10][C:11](=[O:13])[CH3:12])=[C:6]([F:14])[CH:5]=3)[CH2:20][CH2:21]2)=[N:23]1. The catalyst class is: 10. (2) Reactant: [CH3:1][C:2]1([CH3:23])[O:6][C@@H:5]2[C@@H:7]([CH2:20][NH:21][CH3:22])[O:8][C@@H:9]([N:10]3[CH:18]=[N:17][C:16]4[C:11]3=[N:12][CH:13]=[N:14][C:15]=4[NH2:19])[C@@H:4]2[O:3]1.O=[C:25]1[CH2:28][CH:27]([NH:29][C:30](=[O:39])[O:31][CH2:32][C:33]2[CH:38]=[CH:37][CH:36]=[CH:35][CH:34]=2)[CH2:26]1.[BH3-]C#N.[Na+]. Product: [CH2:32]([O:31][C:30](=[O:39])[NH:29][CH:27]1[CH2:28][CH:25]([N:21]([CH2:20][C@@H:7]2[C@@H:5]3[C@@H:4]([O:3][C:2]([CH3:23])([CH3:1])[O:6]3)[C@H:9]([N:10]3[CH:18]=[N:17][C:16]4[C:11]3=[N:12][CH:13]=[N:14][C:15]=4[NH2:19])[O:8]2)[CH3:22])[CH2:26]1)[C:33]1[CH:38]=[CH:37][CH:36]=[CH:35][CH:34]=1. The catalyst class is: 5. (3) Reactant: [CH3:1][O:2][C:3]1[CH:20]=[CH:19][C:6]([CH2:7][NH:8][S:9]([NH:12][CH2:13][C:14](OCC)=[O:15])(=[O:11])=[O:10])=[CH:5][CH:4]=1.O(C(C)(C)C)[K]. Product: [CH3:1][O:2][C:3]1[CH:20]=[CH:19][C:6]([CH2:7][N:8]2[C:14](=[O:15])[CH2:13][NH:12][S:9]2(=[O:11])=[O:10])=[CH:5][CH:4]=1. The catalyst class is: 3. (4) Reactant: [F:1][CH:2]([F:13])[O:3][C:4]1[CH:11]=[CH:10][C:7]([CH:8]=[O:9])=[CH:6][C:5]=1[OH:12].C(=O)([O-])[O-].[K+].[K+].BrC[CH2:22][CH:23]1[CH2:25][CH2:24]1. Product: [CH:23]1([CH2:22][O:12][C:5]2[CH:6]=[C:7]([CH:10]=[CH:11][C:4]=2[O:3][CH:2]([F:13])[F:1])[CH:8]=[O:9])[CH2:25][CH2:24]1. The catalyst class is: 9. (5) Reactant: [C:1]([O:4][CH:5]=[CH2:6])(=[O:3])[CH3:2].[CH:7]([O:9][CH2:10][CH:11]([CH2:16][CH3:17])[CH2:12][CH2:13][CH2:14][CH3:15])=[CH2:8].CC(N=NC(C#N)(C)C)(C#N)C. Product: [C:1]([O:4][CH:5]=[CH2:6])(=[O:3])[CH3:2].[CH:7]([O:9][CH2:10][CH:11]([CH2:16][CH3:17])[CH2:12][CH2:13][CH2:14][CH3:15])=[CH2:8]. The catalyst class is: 5. (6) Product: [ClH:33].[ClH:33].[CH:20]12[NH:25][CH:23]([CH2:22][CH2:21]1)[CH2:24][CH:18]([NH:17][C:15]([N:12]1[CH2:13][CH2:14][C@@H:10]([NH:9][C:6]3[CH:5]=[CH:4][C:3]([C:1]#[N:2])=[CH:8][N:7]=3)[CH2:11]1)=[O:16])[CH2:19]2. Reactant: [C:1]([C:3]1[CH:4]=[CH:5][C:6]([NH:9][C@@H:10]2[CH2:14][CH2:13][N:12]([C:15]([NH:17][CH:18]3[CH2:24][CH:23]4[N:25](C(OC(C)(C)C)=O)[CH:20]([CH2:21][CH2:22]4)[CH2:19]3)=[O:16])[CH2:11]2)=[N:7][CH:8]=1)#[N:2].[ClH:33].O1CCOCC1. The catalyst class is: 2.